This data is from Reaction yield outcomes from USPTO patents with 853,638 reactions. The task is: Predict the reaction yield, written as a fraction of the theoretical maximum amount of product (1.0 means a 100% yield; for example, 0.34 means a 34% yield). The reactants are C[O:2][C:3](=O)[C:4]1[CH:9]=[CH:8][C:7]([Br:10])=[CH:6][C:5]=1[CH2:11]Br.[NH3:14]. The catalyst is CO. The product is [Br:10][C:7]1[CH:6]=[C:5]2[C:4](=[CH:9][CH:8]=1)[C:3](=[O:2])[NH:14][CH2:11]2. The yield is 0.890.